From a dataset of Reaction yield outcomes from USPTO patents with 853,638 reactions. Predict the reaction yield, written as a fraction of the theoretical maximum amount of product (1.0 means a 100% yield; for example, 0.34 means a 34% yield). (1) The reactants are [CH:1]([C@H:4]1[NH:9][CH2:8][CH2:7][N:6]2[C:10]3[CH:16]=[C:15]([S:17]([CH3:20])(=[O:19])=[O:18])[C:14]([C:21]([O:23][CH3:24])=[O:22])=[CH:13][C:11]=3[N:12]=[C:5]12)([CH3:3])[CH3:2].Cl[C:26]1[N:31]=[C:30]([C:32]([F:35])([F:34])[F:33])[C:29]([C:36]([O:38][CH2:39][CH3:40])=[O:37])=[CH:28][N:27]=1.CCN(C(C)C)C(C)C.O. The catalyst is CC(O)C.C(Cl)Cl. The product is [CH2:39]([O:38][C:36]([C:29]1[C:30]([C:32]([F:34])([F:35])[F:33])=[N:31][C:26]([N:9]2[CH2:8][CH2:7][N:6]3[C:10]4[CH:16]=[C:15]([S:17]([CH3:20])(=[O:19])=[O:18])[C:14]([C:21]([O:23][CH3:24])=[O:22])=[CH:13][C:11]=4[N:12]=[C:5]3[C@H:4]2[CH:1]([CH3:3])[CH3:2])=[N:27][CH:28]=1)=[O:37])[CH3:40]. The yield is 0.578. (2) The reactants are [CH:1]1([CH:4]([OH:25])[C:5]2[CH:10]=[CH:9][C:8]([N:11]3[CH2:15][CH2:14][N:13]([C:16]4[CH:17]=[N:18][CH:19]=[CH:20][C:21]=4[CH3:22])[C:12]3=[O:23])=[CH:7][C:6]=2[F:24])[CH2:3][CH2:2]1. The catalyst is C(Cl)Cl.O=[Mn]=O. The product is [CH:1]1([C:4]([C:5]2[CH:10]=[CH:9][C:8]([N:11]3[CH2:15][CH2:14][N:13]([C:16]4[CH:17]=[N:18][CH:19]=[CH:20][C:21]=4[CH3:22])[C:12]3=[O:23])=[CH:7][C:6]=2[F:24])=[O:25])[CH2:2][CH2:3]1. The yield is 0.601. (3) The product is [CH2:1]([O:3][C:4]1[CH2:5][C:6]2[C:7]([NH:14][C:15]3[O:22][C:21]([C:23]4[CH:28]=[CH:27][C:26]([C:29]([F:30])([F:31])[F:32])=[CH:25][CH:24]=4)=[CH:20][N:17]=3)=[CH:8][CH:9]=[CH:10][C:11]=2[CH2:12][CH:13]=1)[CH3:2]. The yield is 0.220. The catalyst is O1CCOCC1. The reactants are [CH2:1]([O:3][C:4]1[CH2:5][C:6]2[C:11]([CH2:12][CH:13]=1)=[CH:10][CH:9]=[CH:8][C:7]=2[N:14]=[C:15]=S)[CH3:2].[N:17]([CH2:20][C:21]([C:23]1[CH:28]=[CH:27][C:26]([C:29]([F:32])([F:31])[F:30])=[CH:25][CH:24]=1)=[O:22])=[N+]=[N-].C1(P(C2C=CC=CC=2)C2C=CC=CC=2)C=CC=CC=1. (4) The reactants are C([O:8][C@H:9]1[CH2:13][CH2:12][CH2:11][C@@H:10]1[NH:14][C:15]([C:17]1[N:18]=[C:19]([C:29]2[CH:34]=[CH:33][C:32]([Cl:35])=[CH:31][C:30]=2[Cl:36])[N:20]([C:22]2[CH:27]=[CH:26][C:25]([Cl:28])=[CH:24][CH:23]=2)[CH:21]=1)=[O:16])C1C=CC=CC=1.[Si](I)(C)(C)C.O. The catalyst is C(Cl)Cl. The product is [Cl:28][C:25]1[CH:26]=[CH:27][C:22]([N:20]2[CH:21]=[C:17]([C:15]([NH:14][C@H:10]3[CH2:11][CH2:12][CH2:13][C@@H:9]3[OH:8])=[O:16])[N:18]=[C:19]2[C:29]2[CH:34]=[CH:33][C:32]([Cl:35])=[CH:31][C:30]=2[Cl:36])=[CH:23][CH:24]=1. The yield is 0.820. (5) The reactants are [N:1]1([C:7]2[C:8]3[CH2:15][S:14][CH2:13][C:9]=3[N:10]=[CH:11][N:12]=2)[CH2:6][CH2:5][NH:4][CH2:3][CH2:2]1.C(N(CC)CC)C.[C:23]([O:27][C:28]([NH:30][C@H:31]([CH2:35][C:36]1[CH:41]=[CH:40][C:39]([Cl:42])=[CH:38][CH:37]=1)[C:32](O)=[O:33])=[O:29])([CH3:26])([CH3:25])[CH3:24].CN(C(ON1N=NC2C=CC=CC1=2)=[N+](C)C)C.F[P-](F)(F)(F)(F)F. The catalyst is C(Cl)Cl. The product is [Cl:42][C:39]1[CH:40]=[CH:41][C:36]([CH2:35][C@@H:31]([NH:30][C:28](=[O:29])[O:27][C:23]([CH3:25])([CH3:24])[CH3:26])[C:32]([N:4]2[CH2:5][CH2:6][N:1]([C:7]3[C:8]4[CH2:15][S:14][CH2:13][C:9]=4[N:10]=[CH:11][N:12]=3)[CH2:2][CH2:3]2)=[O:33])=[CH:37][CH:38]=1. The yield is 0.980. (6) The reactants are [Cl-].O[NH3+:3].[C:4](=[O:7])([O-])[OH:5].[Na+].CS(C)=O.[CH2:13]([C:17]1[N:18]=[C:19]([CH3:47])[N:20]([CH2:39][C:40]2[CH:45]=[CH:44][C:43]([Cl:46])=[CH:42][CH:41]=2)[C:21](=[O:38])[C:22]=1[CH2:23][C:24]1[CH:29]=[CH:28][C:27]([C:30]2[C:31]([C:36]#[N:37])=[CH:32][CH:33]=[CH:34][CH:35]=2)=[CH:26][CH:25]=1)[CH2:14][CH2:15][CH3:16]. The catalyst is C(OCC)(=O)C. The product is [CH2:13]([C:17]1[N:18]=[C:19]([CH3:47])[N:20]([CH2:39][C:40]2[CH:45]=[CH:44][C:43]([Cl:46])=[CH:42][CH:41]=2)[C:21](=[O:38])[C:22]=1[CH2:23][C:24]1[CH:25]=[CH:26][C:27]([C:30]2[CH:35]=[CH:34][CH:33]=[CH:32][C:31]=2[C:36]2[NH:3][C:4](=[O:7])[O:5][N:37]=2)=[CH:28][CH:29]=1)[CH2:14][CH2:15][CH3:16]. The yield is 0.450. (7) The reactants are [F:1][C:2]1[CH:3]=[CH:4][C:5]([CH2:8][CH2:9][C:10]2[CH:15]=[CH:14][N:13]=[C:12]([O:16]C)[CH:11]=2)=[N:6][CH:7]=1.Cl. No catalyst specified. The product is [F:1][C:2]1[CH:3]=[CH:4][C:5]([CH2:8][CH2:9][C:10]2[CH:15]=[CH:14][NH:13][C:12](=[O:16])[CH:11]=2)=[N:6][CH:7]=1. The yield is 0.800. (8) The reactants are [Cl:1][C:2]1[C:3]([O:30][C@H:31]2[CH2:36][C:35]([F:38])([F:37])[CH2:34][CH2:33][C@@H:32]2[C:39]2[CH:40]=[N:41][N:42](COC)[CH:43]=2)=[CH:4][C:5]([F:29])=[C:6]([S:8]([N:11](CC2C=CC(OC)=CC=2OC)[C:12]2[CH:17]=[CH:16][N:15]=[CH:14][N:13]=2)(=[O:10])=[O:9])[CH:7]=1.C([SiH](CC)CC)C.FC(F)(F)C(O)=O.Cl. The catalyst is C(O)C.ClCCl. The product is [Cl:1][C:2]1[C:3]([O:30][C@H:31]2[CH2:36][C:35]([F:38])([F:37])[CH2:34][CH2:33][C@@H:32]2[C:39]2[CH:43]=[N:42][NH:41][CH:40]=2)=[CH:4][C:5]([F:29])=[C:6]([S:8]([NH:11][C:12]2[CH:17]=[CH:16][N:15]=[CH:14][N:13]=2)(=[O:9])=[O:10])[CH:7]=1. The yield is 0.420.